Dataset: Reaction yield outcomes from USPTO patents with 853,638 reactions. Task: Predict the reaction yield, written as a fraction of the theoretical maximum amount of product (1.0 means a 100% yield; for example, 0.34 means a 34% yield). The reactants are [CH2:1]([O:3][C:4]1[C:9]([I:10])=[CH:8][N:7]=[C:6]([OH:11])[CH:5]=1)[CH3:2].Br[CH2:13][C:14]1[CH:19]=[CH:18][CH:17]=[CH:16][CH:15]=1. The catalyst is C1COCC1.C(=O)([O-])[O-].[Ag+2]. The product is [CH2:13]([O:11][C:6]1[CH:5]=[C:4]([O:3][CH2:1][CH3:2])[C:9]([I:10])=[CH:8][N:7]=1)[C:14]1[CH:19]=[CH:18][CH:17]=[CH:16][CH:15]=1. The yield is 0.760.